From a dataset of Forward reaction prediction with 1.9M reactions from USPTO patents (1976-2016). Predict the product of the given reaction. (1) Given the reactants Br[CH2:2][C:3]([N:5]([CH2:7][C:8]1[S:16][C:15]2[C:14]([N:17]3[CH2:22][CH2:21][O:20][CH2:19][CH2:18]3)=[N:13][C:12]([Cl:23])=[N:11][C:10]=2[CH:9]=1)[CH3:6])=[O:4].CCN(CC)CC.[CH3:31][S:32]([CH:35]1[CH2:39][CH2:38][NH:37][CH2:36]1)(=[O:34])=[O:33], predict the reaction product. The product is: [Cl:23][C:12]1[N:13]=[C:14]([N:17]2[CH2:22][CH2:21][O:20][CH2:19][CH2:18]2)[C:15]2[S:16][C:8]([CH2:7][N:5]([CH3:6])[C:3](=[O:4])[CH2:2][N:37]3[CH2:38][CH2:39][CH:35]([S:32]([CH3:31])(=[O:34])=[O:33])[CH2:36]3)=[CH:9][C:10]=2[N:11]=1. (2) Given the reactants [O:1]1[CH:5]=[CH:4][CH:3]=[C:2]1[C:6]1[N:11]=[C:10]2[NH:12][N:13]=[C:14](N)[C:9]2=[CH:8][C:7]=1[C:16]1[CH:21]=[CH:20][N:19]=[CH:18][N:17]=1.Cl.N([O-])=O.[Na+].[PH2](O)=O.[OH-].[Na+], predict the reaction product. The product is: [O:1]1[CH:5]=[CH:4][CH:3]=[C:2]1[C:6]1[N:11]=[C:10]2[NH:12][N:13]=[CH:14][C:9]2=[CH:8][C:7]=1[C:16]1[CH:21]=[CH:20][N:19]=[CH:18][N:17]=1. (3) Given the reactants [Br:1][C:2]1[CH:3]=[C:4]2[C:9](=[CH:10][CH:11]=1)[N:8]([CH2:12][CH2:13]I)[CH2:7][CH2:6][CH2:5]2.C(=O)([O-])[O-].[K+].[K+].Cl.[CH2:22]([NH2:24])[CH3:23], predict the reaction product. The product is: [Br:1][C:2]1[CH:3]=[C:4]2[C:9](=[CH:10][CH:11]=1)[N:8]([CH2:12][CH2:13][NH:24][CH2:22][CH3:23])[CH2:7][CH2:6][CH2:5]2. (4) Given the reactants [C:1]([C:3]1[CH:22]=[CH:21][C:6]([CH2:7][N:8]2[C:16]3[C:11](=[CH:12][CH:13]=[CH:14][C:15]=3[F:17])[C:10]([C:18]([OH:20])=O)=[N:9]2)=[CH:5][CH:4]=1)#[N:2].C(N(CC)C(C)C)(C)C.CN(C(ON1N=NC2C=CC=NC1=2)=[N+](C)C)C.F[P-](F)(F)(F)(F)F.Cl.[NH2:57][C@@H:58]([C:65]([CH3:68])([CH3:67])[CH3:66])[C:59]([NH:61][CH2:62][CH2:63][OH:64])=[O:60], predict the reaction product. The product is: [C:1]([C:3]1[CH:4]=[CH:5][C:6]([CH2:7][N:8]2[C:16]3[C:11](=[CH:12][CH:13]=[CH:14][C:15]=3[F:17])[C:10]([C:18]([NH:57][C@H:58]([C:59]([NH:61][CH2:62][CH2:63][OH:64])=[O:60])[C:65]([CH3:68])([CH3:66])[CH3:67])=[O:20])=[N:9]2)=[CH:21][CH:22]=1)#[N:2].